Dataset: Peptide-MHC class I binding affinity with 185,985 pairs from IEDB/IMGT. Task: Regression. Given a peptide amino acid sequence and an MHC pseudo amino acid sequence, predict their binding affinity value. This is MHC class I binding data. (1) The peptide sequence is RYPLCFGW. The MHC is HLA-B15:01 with pseudo-sequence HLA-B15:01. The binding affinity (normalized) is 0. (2) The peptide sequence is KFLWEWASAR. The MHC is HLA-A68:01 with pseudo-sequence HLA-A68:01. The binding affinity (normalized) is 0.361. (3) The peptide sequence is KRNYVPCHIR. The MHC is Mamu-B03 with pseudo-sequence Mamu-B03. The binding affinity (normalized) is 0.616. (4) The MHC is HLA-A01:01 with pseudo-sequence HLA-A01:01. The peptide sequence is FLLMDALKL. The binding affinity (normalized) is 0.0847.